The task is: Predict the reactants needed to synthesize the given product.. This data is from Full USPTO retrosynthesis dataset with 1.9M reactions from patents (1976-2016). (1) The reactants are: [S:1]1[CH:5]=[CH:4][CH:3]=[C:2]1[S:6]([N:9]1[CH2:14][CH2:13][N:12]([C:15]2[N:20]=[CH:19][C:18]([C@@:21]([OH:27])([CH3:26])[C:22]([F:25])([F:24])[F:23])=[CH:17][N:16]=2)[C@@H:11]([CH2:28][N:29]2[C@H:34]3[C@H:35]([OH:37])[CH2:36][C@@H:30]2[CH2:31][O:32][CH2:33]3)[CH2:10]1)(=[O:8])=[O:7].S1C=CC=C1S(N1CCN(C2N=CC([C@](O)(C)C(F)(F)F)=CN=2)[C@@H](CN2[C@@H]3[C@@H](O)C[C@H]2COC3)C1)(=O)=O.S1C=CC=C1S(N1CCN(C2N=CC([C@@](O)(C)C(F)(F)F)=CN=2)[C@@H](CN2[C@@H]3[C@@H](O)C[C@H]2COC3)C1)(=O)=O. Given the product [S:1]1[CH:5]=[CH:4][CH:3]=[C:2]1[S:6]([N:9]1[CH2:14][CH2:13][N:12]([C:15]2[N:16]=[CH:17][C:18]([C@:21]([OH:27])([CH3:26])[C:22]([F:24])([F:23])[F:25])=[CH:19][N:20]=2)[C@@H:11]([CH2:28][N:29]2[C@H:34]3[C@H:35]([OH:37])[CH2:36][C@@H:30]2[CH2:31][O:32][CH2:33]3)[CH2:10]1)(=[O:7])=[O:8], predict the reactants needed to synthesize it. (2) Given the product [C:1]1([CH:7]([CH3:21])[C:8]([C:10]2[CH:11]=[CH:12][C:13]3[O:18][CH2:17][C:16](=[O:19])[NH:15][C:14]=3[CH:20]=2)=[O:9])[CH:2]=[CH:3][CH:4]=[CH:5][CH:6]=1, predict the reactants needed to synthesize it. The reactants are: [C:1]1([C:7](=[CH2:21])[C:8]([C:10]2[CH:11]=[CH:12][C:13]3[O:18][CH2:17][C:16](=[O:19])[NH:15][C:14]=3[CH:20]=2)=[O:9])[CH:6]=[CH:5][CH:4]=[CH:3][CH:2]=1. (3) The reactants are: [CH2:1]([C:3]1[C:4]2[N:5]([N:10]=[C:11]([C:13]3[N:14]=[C:15]4[CH:23]=[CH:22][C:21]([CH:24]5[CH2:29][CH2:28][NH:27][CH2:26][CH2:25]5)=[CH:20][N:16]4[C:17](=[O:19])[CH:18]=3)[CH:12]=2)[CH:6]=[C:7]([CH3:9])[N:8]=1)[CH3:2].[CH3:30][C:31]1([CH3:38])[O:36][CH2:35][C:34](=O)[CH2:33][O:32]1.[BH-](OC(C)=O)(OC(C)=O)OC(C)=O.[Na+]. Given the product [CH3:30][C:31]1([CH3:38])[O:36][CH2:35][CH:34]([N:27]2[CH2:28][CH2:29][CH:24]([C:21]3[CH:22]=[CH:23][C:15]4[N:16]([CH:20]=3)[C:17](=[O:19])[CH:18]=[C:13]([C:11]3[CH:12]=[C:4]5[C:3]([CH2:1][CH3:2])=[N:8][C:7]([CH3:9])=[CH:6][N:5]5[N:10]=3)[N:14]=4)[CH2:25][CH2:26]2)[CH2:33][O:32]1, predict the reactants needed to synthesize it. (4) Given the product [OH:14][N:15]=[C:16]([NH:22][C:7](=[O:9])[C:6]1[CH:10]=[C:2]([CH3:1])[CH:3]=[CH:4][C:5]=1[N+:11]([O-:13])=[O:12])[C:17]([O:19][CH2:20][CH3:21])=[O:18], predict the reactants needed to synthesize it. The reactants are: [CH3:1][C:2]1[CH:3]=[CH:4][C:5]([N+:11]([O-:13])=[O:12])=[C:6]([CH:10]=1)[C:7]([OH:9])=O.[OH:14][NH:15][C:16](=[NH:22])[C:17]([O:19][CH2:20][CH3:21])=[O:18].CN(C(ON1N=NC2C=CC=NC1=2)=[N+](C)C)C.F[P-](F)(F)(F)(F)F.CCN(C(C)C)C(C)C. (5) Given the product [CH3:1][O:2][C:3]1[CH:4]=[CH:5][C:6]([C:9]2([CH3:19])[CH2:14][O:13][CH2:12]/[C:11](=[CH:34]/[N+:31]([O-:33])=[O:32])/[NH:10]2)=[CH:7][CH:8]=1, predict the reactants needed to synthesize it. The reactants are: [CH3:1][O:2][C:3]1[CH:8]=[CH:7][C:6]([C:9]2([CH3:19])[CH2:14][O:13][CH2:12][C:11](N(N=O)C)=[N:10]2)=[CH:5][CH:4]=1.CN(C)C=O.CC(C)([O-])C.[K+].[N+:31]([CH3:34])([O-:33])=[O:32].